Dataset: Full USPTO retrosynthesis dataset with 1.9M reactions from patents (1976-2016). Task: Predict the reactants needed to synthesize the given product. Given the product [Cl:12][C:13]1[N:14]=[C:15]([NH:11][C@H:9]([C:4]2[CH:5]=[CH:6][C:7]([F:8])=[C:2]([F:1])[CH:3]=2)[CH3:10])[CH:16]=[N:17][CH:18]=1, predict the reactants needed to synthesize it. The reactants are: [F:1][C:2]1[CH:3]=[C:4]([C@@H:9]([NH2:11])[CH3:10])[CH:5]=[CH:6][C:7]=1[F:8].[Cl:12][C:13]1[CH:18]=[N:17][CH:16]=[C:15](Cl)[N:14]=1.C(=O)([O-])[O-].[K+].[K+].O.